This data is from Full USPTO retrosynthesis dataset with 1.9M reactions from patents (1976-2016). The task is: Predict the reactants needed to synthesize the given product. Given the product [F:1][C:2]1[C:11]([CH:16]=[O:17])=[CH:10][C:5]2[O:6][CH2:7][CH2:8][O:9][C:4]=2[CH:3]=1, predict the reactants needed to synthesize it. The reactants are: [F:1][C:2]1[CH:11]=[CH:10][C:5]2[O:6][CH2:7][CH2:8][O:9][C:4]=2[CH:3]=1.NC1C=C[C:16]2[O:17]CCOC=2C=1.COC(Cl)Cl.